Dataset: Catalyst prediction with 721,799 reactions and 888 catalyst types from USPTO. Task: Predict which catalyst facilitates the given reaction. (1) Reactant: [CH2:1]([NH:8][CH:9]([CH2:14][C:15]1[CH:20]=[CH:19][C:18]([N+:21]([O-:23])=[O:22])=[CH:17][CH:16]=1)[C:10]([NH:12][CH3:13])=[O:11])[C:2]1[CH:7]=[CH:6][CH:5]=[CH:4][CH:3]=1.[C:24](Cl)(=[O:26])[CH3:25]. Product: [C:24]([N:8]([CH2:1][C:2]1[CH:3]=[CH:4][CH:5]=[CH:6][CH:7]=1)[C@@H:9]([CH2:14][C:15]1[CH:16]=[CH:17][C:18]([N+:21]([O-:23])=[O:22])=[CH:19][CH:20]=1)[C:10]([NH:12][CH3:13])=[O:11])(=[O:26])[CH3:25]. The catalyst class is: 66. (2) Reactant: [CH3:1][O:2][C:3]1[CH:8]=[C:7]([O:9][CH3:10])[CH:6]=[C:5]([O:11][CH3:12])[C:4]=1[CH:13]([CH3:17])[CH2:14][CH2:15][OH:16].[C:18](O[C:18](=[O:22])[C:19]([CH3:21])=[CH2:20])(=[O:22])[C:19]([CH3:21])=[CH2:20].C(N(CC)CC)C.O. Product: [CH3:12][O:11][C:5]1[CH:6]=[C:7]([O:9][CH3:10])[CH:8]=[C:3]([O:2][CH3:1])[C:4]=1[CH:13]([CH3:17])[CH2:14][CH2:15][O:16][C:18](=[O:22])[C:19]([CH3:21])=[CH2:20]. The catalyst class is: 7. (3) Reactant: [Br:1][CH2:2][CH2:3][CH2:4]Br.[F:6][C:7]1[CH:8]=[CH:9][C:10]([CH2:33][CH2:34][C:35]2[CH:40]=[CH:39][C:38]([OH:41])=[CH:37][C:36]=2[CH3:42])=[C:11]([C:13]2[N:18]=[C:17]([N:19]3[C:23]([C:24]([F:27])([F:26])[F:25])=[C:22]([C:28]([O:30][CH2:31][CH3:32])=[O:29])[CH:21]=[N:20]3)[CH:16]=[CH:15][CH:14]=2)[CH:12]=1.C([O-])([O-])=O.[Cs+].[Cs+]. Product: [Br:1][CH2:2][CH2:3][CH2:4][O:41][C:38]1[CH:39]=[CH:40][C:35]([CH2:34][CH2:33][C:10]2[CH:9]=[CH:8][C:7]([F:6])=[CH:12][C:11]=2[C:13]2[N:18]=[C:17]([N:19]3[C:23]([C:24]([F:27])([F:26])[F:25])=[C:22]([C:28]([O:30][CH2:31][CH3:32])=[O:29])[CH:21]=[N:20]3)[CH:16]=[CH:15][CH:14]=2)=[C:36]([CH3:42])[CH:37]=1. The catalyst class is: 10. (4) Reactant: [CH3:1][N:2]([CH:10]1[CH2:13][N:12]([C:14]2[N:19]=[C:18]3[N:20]=[C:21]([Cl:25])[C:22]([Cl:24])=[CH:23][C:17]3=[N:16][C:15]=2Cl)[CH2:11]1)[C:3](=[O:9])[O:4][C:5]([CH3:8])([CH3:7])[CH3:6].O.[NH2:28][NH2:29]. Product: [Cl:25][C:21]1[C:22]([Cl:24])=[CH:23][C:17]2[C:18]([N:20]=1)=[N:19][C:14]([N:12]1[CH2:11][CH:10]([N:2]([CH3:1])[C:3](=[O:9])[O:4][C:5]([CH3:7])([CH3:8])[CH3:6])[CH2:13]1)=[C:15]([NH:28][NH2:29])[N:16]=2. The catalyst class is: 14. (5) Reactant: C(=O)([O-])[O-].[K+].[K+].Cl[C:8]1[C:17]([Cl:18])=[N:16][C:15]2[C:10](=[CH:11][CH:12]=[CH:13][CH:14]=2)[N:9]=1.[Cl:19][C:20]1[CH:25]=[CH:24][CH:23]=[CH:22][C:21]=1[S:26]([NH2:29])(=[O:28])=[O:27].Cl. Product: [Cl:19][C:20]1[CH:25]=[CH:24][CH:23]=[CH:22][C:21]=1[S:26]([NH:29][C:8]1[C:17]([Cl:18])=[N:16][C:15]2[C:10](=[CH:11][CH:12]=[CH:13][CH:14]=2)[N:9]=1)(=[O:28])=[O:27]. The catalyst class is: 145. (6) Reactant: [CH3:1][O:2][C:3](=[O:19])[CH:4]([C:13]1[CH:18]=[CH:17][CH:16]=[CH:15][CH:14]=1)[CH2:5]C1C=CC(O)=CC=1.CCN(CC)CC.[CH3:27][N:28]([CH3:32])[C:29](Cl)=[S:30].[O:33]1CCOCC1. Product: [CH3:1][O:2][C:3](=[O:19])[CH:4]([C:13]1[CH:14]=[CH:15][C:16]([O:33][C:29](=[S:30])[N:28]([CH3:32])[CH3:27])=[CH:17][CH:18]=1)[CH3:5]. The catalyst class is: 277. (7) Product: [F:18][C:19]1[CH:24]=[CH:23][C:22]([CH3:25])=[CH:21][C:20]=1[NH:26][C:27]([NH:17][C:14]1[CH:15]=[CH:16][C:11]([C:10]2[CH:9]=[N:8][CH:7]=[C:6]3[N:2]([CH3:1])[N:3]=[CH:4][C:5]=23)=[CH:12][CH:13]=1)=[O:28]. Reactant: [CH3:1][N:2]1[C:6]2=[CH:7][N:8]=[CH:9][C:10]([C:11]3[CH:16]=[CH:15][C:14]([NH2:17])=[CH:13][CH:12]=3)=[C:5]2[CH:4]=[N:3]1.[F:18][C:19]1[CH:24]=[CH:23][C:22]([CH3:25])=[CH:21][C:20]=1[N:26]=[C:27]=[O:28]. The catalyst class is: 2.